Dataset: Full USPTO retrosynthesis dataset with 1.9M reactions from patents (1976-2016). Task: Predict the reactants needed to synthesize the given product. Given the product [CH2:1]([C:8]1[CH:9]=[C:10]([C:22]2[CH:27]=[CH:26][C:25]([CH2:28][CH2:29][C:30]#[N:31])=[CH:24][C:23]=2[CH2:32][CH:33]([CH3:35])[CH3:34])[CH:11]=[CH:12][C:13]=1[C:47]1[CH:46]=[CH:45][C:44]([O:63][CH3:60])=[C:43]([CH2:36][C:37]2[CH:42]=[CH:41][CH:40]=[CH:39][CH:38]=2)[CH:48]=1)[C:2]1[CH:7]=[CH:6][CH:5]=[CH:4][CH:3]=1, predict the reactants needed to synthesize it. The reactants are: [CH2:1]([C:8]1[CH:9]=[C:10]([C:22]2[CH:27]=[CH:26][C:25]([CH2:28][CH2:29][C:30]#[N:31])=[CH:24][C:23]=2[CH2:32][CH:33]([CH3:35])[CH3:34])[CH:11]=[CH:12][C:13]=1OS(C(F)(F)F)(=O)=O)[C:2]1[CH:7]=[CH:6][CH:5]=[CH:4][CH:3]=1.[CH2:36]([C:43]1[CH:44]=[C:45](B2OC(C)(C)C(C)(C)O2)[CH:46]=[CH:47][C:48]=1OC)[C:37]1[CH:42]=[CH:41][CH:40]=[CH:39][CH:38]=1.[C:60]([O-:63])([O-])=O.[Na+].[Na+].